From a dataset of Reaction yield outcomes from USPTO patents with 853,638 reactions. Predict the reaction yield, written as a fraction of the theoretical maximum amount of product (1.0 means a 100% yield; for example, 0.34 means a 34% yield). (1) The reactants are [CH3:1][O:2][C:3]1[CH:28]=[CH:27][C:6]([CH2:7][N:8]2[CH2:12][CH2:11][N:10]([C:13]3[CH:18]=[CH:17][CH:16]=[CH:15][C:14]=3/[CH:19]=[CH:20]/[C:21]([O:23]CC)=O)[C:9]2=[O:26])=[CH:5][CH:4]=1.[NH2:29][OH:30].[OH-].[Na+]. The catalyst is O1CCCC1.CO. The product is [OH:30][NH:29][C:21](=[O:23])/[CH:20]=[CH:19]/[C:14]1[CH:15]=[CH:16][CH:17]=[CH:18][C:13]=1[N:10]1[CH2:11][CH2:12][N:8]([CH2:7][C:6]2[CH:5]=[CH:4][C:3]([O:2][CH3:1])=[CH:28][CH:27]=2)[C:9]1=[O:26]. The yield is 0.520. (2) The reactants are I[C:2]1[CH:7]=[CH:6][CH:5]=[CH:4][C:3]=1[Br:8].[CH3:9][CH:10]([CH3:14])[CH2:11][CH2:12][Zn]. The catalyst is C(=CC(C=CC1C=CC=CC=1)=O)C1C=CC=CC=1.[Pd]. The product is [Br:8][C:3]1[CH:4]=[CH:5][CH:6]=[CH:7][C:2]=1[CH2:12][CH2:11][CH:10]([CH3:14])[CH3:9]. The yield is 0.750. (3) The reactants are C1C(=O)N([Br:8])C(=O)C1.[Cl:9][C:10]([Cl:20])([Cl:19])[C:11]([C:13]1[N:14]([CH3:18])[CH:15]=[CH:16][CH:17]=1)=[O:12]. The catalyst is C1COCC1. The product is [Br:8][C:16]1[CH:17]=[C:13]([C:11](=[O:12])[C:10]([Cl:9])([Cl:19])[Cl:20])[N:14]([CH3:18])[CH:15]=1. The yield is 0.880. (4) The reactants are [Cl:1][C:2]1[CH:10]=[CH:9][C:8]([Br:11])=[CH:7][C:3]=1[C:4](O)=[O:5].C(Cl)(=O)C([Cl:15])=O.Cl.C(=O)=O. The catalyst is C(Cl)Cl.CN(C=O)C. The product is [Cl:1][C:2]1[CH:10]=[CH:9][C:8]([Br:11])=[CH:7][C:3]=1[C:4]([Cl:15])=[O:5]. The yield is 1.00. (5) The reactants are [CH:1]1([N:6]2[CH2:12][C:11]3([CH2:14][CH2:13]3)[C:10](=[O:15])[N:9]([CH3:16])[C:8]3[CH:17]=[N:18][C:19]([NH:21][C:22]4[CH:30]=[CH:29][C:25]([C:26](O)=[O:27])=[CH:24][C:23]=4[O:31][CH3:32])=[N:20][C:7]2=3)[CH2:5][CH2:4][CH2:3][CH2:2]1.CCN(C(C)C)C(C)C.CN(C(ON1N=NC2C=CC=CC1=2)=[N+](C)C)C.[B-](F)(F)(F)F.[NH2:64][N:65]1[CH2:70][CH2:69][N:68]([CH3:71])[CH2:67][CH2:66]1. The catalyst is CN(C=O)C. The product is [CH:1]1([N:6]2[CH2:12][C:11]3([CH2:13][CH2:14]3)[C:10](=[O:15])[N:9]([CH3:16])[C:8]3[CH:17]=[N:18][C:19]([NH:21][C:22]4[CH:30]=[CH:29][C:25]([C:26]([NH:64][N:65]5[CH2:70][CH2:69][N:68]([CH3:71])[CH2:67][CH2:66]5)=[O:27])=[CH:24][C:23]=4[O:31][CH3:32])=[N:20][C:7]2=3)[CH2:5][CH2:4][CH2:3][CH2:2]1. The yield is 0.300. (6) The product is [C:21]([O:20][C:18]([N:17]([C:15]([O:14][C:11]([CH3:13])([CH3:12])[CH3:10])=[O:16])[CH:3]1[CH2:8][CH2:7][CH2:6][N:5]([CH3:9])[CH2:4]1)=[O:19])([CH3:24])([CH3:23])[CH3:22]. The catalyst is C(#N)C.[I-].[Li+]. The yield is 0.520. The reactants are BrC[CH:3]1[CH2:8][CH2:7][CH2:6][N:5]([CH3:9])[CH2:4]1.[CH3:10][C:11]([O:14][C:15]([NH:17][C:18]([O:20][C:21]([CH3:24])([CH3:23])[CH3:22])=[O:19])=[O:16])([CH3:13])[CH3:12].C(=O)([O-])[O-].[Cs+].[Cs+]. (7) The reactants are [C:1]([N:5]1[C:9]([NH:10][C:11](=[O:16])[C:12]([F:15])([F:14])[F:13])=[CH:8][C:7]([CH:17]2[CH2:20][C:19](OC)([O:21]C)[CH2:18]2)=[N:6]1)([CH3:4])([CH3:3])[CH3:2].O.C1(C)C=CC(S(O)(=O)=O)=CC=1. The catalyst is CC(C)=O.O.C(Cl)Cl. The product is [C:1]([N:5]1[C:9]([NH:10][C:11](=[O:16])[C:12]([F:14])([F:15])[F:13])=[CH:8][C:7]([CH:17]2[CH2:18][C:19](=[O:21])[CH2:20]2)=[N:6]1)([CH3:4])([CH3:2])[CH3:3]. The yield is 0.760.